From a dataset of Catalyst prediction with 721,799 reactions and 888 catalyst types from USPTO. Predict which catalyst facilitates the given reaction. (1) Reactant: Cl.[Cl:2][C:3]1[CH:14]=[C:13]2[C:6]([NH:7][CH:8]=[C:9]2[CH2:10][CH2:11][NH2:12])=[CH:5][CH:4]=1.Br[CH2:16][CH2:17][CH2:18][CH2:19][C:20]([O-])=[O:21]. Product: [Cl:2][C:3]1[CH:14]=[C:13]2[C:6](=[CH:5][CH:4]=1)[NH:7][CH:8]=[C:9]2[CH2:10][CH2:11][N:12]1[CH2:16][CH2:17][CH2:18][CH2:19][C:20]1=[O:21]. The catalyst class is: 141. (2) Reactant: [NH2:1][C:2]1[N:7]=[C:6]([CH2:8][O:9][CH2:10][C@H:11]([C:20]([O:22]C)=[O:21])[NH:12]C(OC(C)(C)C)=O)[CH:5]=[C:4]([CH3:24])[CH:3]=1.Cl. Product: [NH2:1][C:2]1[N:7]=[C:6]([CH2:8][O:9][CH2:10][C@H:11]([C:20]([OH:22])=[O:21])[NH2:12])[CH:5]=[C:4]([CH3:24])[CH:3]=1. The catalyst class is: 5.